Dataset: Forward reaction prediction with 1.9M reactions from USPTO patents (1976-2016). Task: Predict the product of the given reaction. (1) Given the reactants [CH2:1]([O:8][N:9]1[C:18]2[C:13](=[CH:14][CH:15]=[CH:16][N:17]=2)[C:12](O)=[CH:11][C:10]1=[O:20])[C:2]1[CH:7]=[CH:6][CH:5]=[CH:4][CH:3]=1.[CH2:21]1[C:30]2[C:25](=[CH:26][CH:27]=[C:28]([C:31]([O:33][CH3:34])=[O:32])[CH:29]=2)[CH2:24][CH2:23][NH:22]1, predict the reaction product. The product is: [CH2:1]([O:8][N:9]1[C:18]2[C:13](=[CH:14][CH:15]=[CH:16][N:17]=2)[C:12]([N:22]2[CH2:23][CH2:24][C:25]3[C:30](=[CH:29][C:28]([C:31]([O:33][CH3:34])=[O:32])=[CH:27][CH:26]=3)[CH2:21]2)=[CH:11][C:10]1=[O:20])[C:2]1[CH:7]=[CH:6][CH:5]=[CH:4][CH:3]=1. (2) Given the reactants [CH3:1][O:2][C:3]1[N:8]=[CH:7][C:6]([CH2:9][NH:10][C:11]2[N:16]=[CH:15][C:14]([CH:17]=[O:18])=[CH:13][N:12]=2)=[CH:5][CH:4]=1.C(N(CC)C(C)C)(C)C.[C:28]([O:32][C:33](O[C:33]([O:32][C:28]([CH3:31])([CH3:30])[CH3:29])=[O:34])=[O:34])([CH3:31])([CH3:30])[CH3:29].O, predict the reaction product. The product is: [C:28]([O:32][C:33](=[O:34])[N:10]([C:11]1[N:12]=[CH:13][C:14]([CH:17]=[O:18])=[CH:15][N:16]=1)[CH2:9][C:6]1[CH:7]=[N:8][C:3]([O:2][CH3:1])=[CH:4][CH:5]=1)([CH3:31])([CH3:30])[CH3:29]. (3) Given the reactants [C:1]([CH2:3][C:4]1[CH:5]=[C:6]([CH:11]=[CH:12][CH:13]=1)[C:7]([O:9][CH3:10])=[O:8])#[N:2].[H-].[Na+].Br[CH2:17][CH2:18][CH2:19]Br, predict the reaction product. The product is: [C:1]([C:3]1([C:4]2[CH:5]=[C:6]([CH:11]=[CH:12][CH:13]=2)[C:7]([O:9][CH3:10])=[O:8])[CH2:19][CH2:18][CH2:17]1)#[N:2]. (4) Given the reactants [CH2:1]([O:19][CH:20]([O:33][CH2:34][CH2:35][CH2:36][CH2:37][CH2:38][CH2:39][CH2:40][CH2:41]/[CH:42]=[CH:43]\[CH2:44]/[CH:45]=[CH:46]\[CH2:47][CH2:48][CH2:49][CH2:50][CH3:51])[CH2:21][N:22]1C(=O)C2C(=CC=CC=2)C1=O)[CH2:2][CH2:3][CH2:4][CH2:5][CH2:6][CH2:7][CH2:8]/[CH:9]=[CH:10]\[CH2:11]/[CH:12]=[CH:13]\[CH2:14][CH2:15][CH2:16][CH2:17][CH3:18].CNN, predict the reaction product. The product is: [CH2:34]([O:33][CH:20]([O:19][CH2:1][CH2:2][CH2:3][CH2:4][CH2:5][CH2:6][CH2:7][CH2:8]/[CH:9]=[CH:10]\[CH2:11]/[CH:12]=[CH:13]\[CH2:14][CH2:15][CH2:16][CH2:17][CH3:18])[CH2:21][NH2:22])[CH2:35][CH2:36][CH2:37][CH2:38][CH2:39][CH2:40][CH2:41]/[CH:42]=[CH:43]\[CH2:44]/[CH:45]=[CH:46]\[CH2:47][CH2:48][CH2:49][CH2:50][CH3:51]. (5) Given the reactants C(=O)=O.NC(N)=O.[CH3:8][CH2:9][CH2:10][CH2:11][CH2:12][CH2:13][CH2:14][CH2:15][CH2:16]CCCCCCC.C(O)(=O)CCCCCCCCC.C(O)(=O)CCCCCCCCCCC, predict the reaction product. The product is: [CH3:8][CH2:9][CH2:10][CH2:11][CH2:12][CH2:13][CH2:14][CH2:15][CH3:16]. (6) Given the reactants [CH2:1]([O:3][C:4](=[O:20])[C:5]1[CH:10]=[C:9]([O:11][C:12]([F:15])([F:14])[F:13])[C:8]([CH:16]=O)=[C:7]([Br:18])[C:6]=1[NH2:19])[CH3:2].[C:21]([O:25][C:26](=[O:34])[N:27]([CH3:33])[C@@H:28]1[CH2:32][CH2:31][NH:30][CH2:29]1)([CH3:24])([CH3:23])[CH3:22], predict the reaction product. The product is: [CH2:1]([O:3][C:4](=[O:20])[C:5]1[CH:10]=[C:9]([O:11][C:12]([F:15])([F:14])[F:13])[C:8]([CH2:16][N:30]2[CH2:31][CH2:32][C@@H:28]([N:27]([C:26]([O:25][C:21]([CH3:24])([CH3:23])[CH3:22])=[O:34])[CH3:33])[CH2:29]2)=[C:7]([Br:18])[C:6]=1[NH2:19])[CH3:2]. (7) Given the reactants [Si:1]([O:8][C@H:9]1[CH2:18][C:17]([CH3:20])([CH3:19])[CH2:16][C:15]2[N:14]=[C:13]([CH:21]([CH3:23])[CH3:22])[C:12]([CH:24]=[O:25])=[C:11]([I:26])[C:10]1=2)([C:4]([CH3:7])([CH3:6])[CH3:5])([CH3:3])[CH3:2].[F:27][C:28]([C:31]1[CH:36]=[CH:35][C:34](I)=[CH:33][CH:32]=1)([F:30])[CH3:29], predict the reaction product. The product is: [Si:1]([O:8][C@H:9]1[CH2:18][C:17]([CH3:19])([CH3:20])[CH2:16][C:15]2[N:14]=[C:13]([CH:21]([CH3:22])[CH3:23])[C:12]([C@H:24]([C:34]3[CH:35]=[CH:36][C:31]([C:28]([F:30])([F:27])[CH3:29])=[CH:32][CH:33]=3)[OH:25])=[C:11]([I:26])[C:10]1=2)([C:4]([CH3:5])([CH3:6])[CH3:7])([CH3:3])[CH3:2]. (8) The product is: [CH2:1]([O:5][C:6](=[O:12])[CH:7]([CH3:11])[CH:8]([OH:10])[CH3:9])[CH2:2][CH2:3][CH3:4]. Given the reactants [CH2:1]([O:5][C:6](=[O:12])[C:7](=[CH2:11])[CH:8]([OH:10])[CH3:9])[CH2:2][CH2:3][CH3:4], predict the reaction product.